From a dataset of Reaction yield outcomes from USPTO patents with 853,638 reactions. Predict the reaction yield, written as a fraction of the theoretical maximum amount of product (1.0 means a 100% yield; for example, 0.34 means a 34% yield). (1) The reactants are [C-:1]#[N:2].[Na+].[Cl-].[NH4+:5].N.CO.[CH3:9][C:10]([CH3:20])([CH3:19])[CH2:11][CH2:12][N:13]1[CH2:17][CH2:16][C:15](=O)[CH2:14]1.[O-]S([O-])(=O)=O.[Mg+2]. No catalyst specified. The product is [NH2:5][C:15]1([C:1]#[N:2])[CH2:16][CH2:17][N:13]([CH2:12][CH2:11][C:10]([CH3:20])([CH3:19])[CH3:9])[CH2:14]1. The yield is 0.510. (2) The reactants are Cl[CH2:2][C@@:3]([C:8]1[CH:13]=[CH:12][C:11]([F:14])=[CH:10][C:9]=1[F:15])([OH:7])[C@H:4]([OH:6])[CH3:5].C[O-].[Na+].O. The catalyst is CO. The product is [O:7]1[C@@:3]([C:8]2[CH:13]=[CH:12][C:11]([F:14])=[CH:10][C:9]=2[F:15])([C@H:4]([OH:6])[CH3:5])[CH2:2]1. The yield is 0.960. (3) The reactants are [CH3:1]/[C:2](/[CH2:8][CH2:9][CH:10]=[CH2:11])=[CH:3]/[C:4]([O:6]C)=[O:5].[Li+].[OH-]. The catalyst is C1COCC1.O. The product is [CH3:1]/[C:2](/[CH2:8][CH2:9][CH:10]=[CH2:11])=[CH:3]/[C:4]([OH:6])=[O:5]. The yield is 0.560. (4) The reactants are Cl[C:2]1[CH:7]=[C:6]([N:8]2[CH2:12][CH2:11][CH2:10][CH2:9]2)[CH:5]=[C:4]([Cl:13])[N:3]=1.CC(C)([O-])C.[K+].[F:20][C:21]([F:31])([F:30])[O:22][C:23]1[CH:28]=[CH:27][C:26]([NH2:29])=[CH:25][CH:24]=1.O. The catalyst is C1(C)C=CC=CC=1.C([O-])(=O)C.[Pd+2].C([O-])(=O)C.C1C=CC(P(C2C(C3C(P(C4C=CC=CC=4)C4C=CC=CC=4)=CC=C4C=3C=CC=C4)=C3C(C=CC=C3)=CC=2)C2C=CC=CC=2)=CC=1. The product is [Cl:13][C:4]1[N:3]=[C:2]([NH:29][C:26]2[CH:27]=[CH:28][C:23]([O:22][C:21]([F:20])([F:30])[F:31])=[CH:24][CH:25]=2)[CH:7]=[C:6]([N:8]2[CH2:12][CH2:11][CH2:10][CH2:9]2)[CH:5]=1. The yield is 0.140. (5) The reactants are [F-].C([N+](CCCC)(CCCC)CCCC)CCC.O1CCCC1.[Si]([O:31][CH2:32][CH2:33][CH2:34][S:35][CH:36]([C:48]1[C:53]([F:54])=[CH:52][CH:51]=[C:50]([F:55])[C:49]=1[F:56])[C:37]1[C:38]([CH3:47])=[CH:39][C:40]([C:43]([O:45][CH3:46])=[O:44])=[N:41][CH:42]=1)(C(C)(C)C)(C)C. The catalyst is O. The product is [OH:31][CH2:32][CH2:33][CH2:34][S:35][CH:36]([C:48]1[C:53]([F:54])=[CH:52][CH:51]=[C:50]([F:55])[C:49]=1[F:56])[C:37]1[C:38]([CH3:47])=[CH:39][C:40]([C:43]([O:45][CH3:46])=[O:44])=[N:41][CH:42]=1. The yield is 0.590. (6) The catalyst is CN(C=O)C.C([O-])(=O)C.[Pd+2].C([O-])(=O)C.C(Cl)Cl. The yield is 0.363. The reactants are Br[C:2]1[CH:6]=[CH:5][S:4][C:3]=1[NH:7][C:8](=[O:14])[O:9][C:10]([CH3:13])([CH3:12])[CH3:11].C([O-])([O-])=O.[K+].[K+].Br[CH:22]([CH3:29])/[CH:23]=[CH:24]/[C:25]([O:27][CH3:28])=[O:26].C1C=CC(P(C2C=CC=CC=2)C2C=CC=CC=2)=CC=1. The product is [CH3:28][O:27][C:25](=[O:26])[CH2:24][C:23]1[C:2]2[CH:6]=[CH:5][S:4][C:3]=2[N:7]([C:8]([O:9][C:10]([CH3:13])([CH3:12])[CH3:11])=[O:14])[C:22]=1[CH3:29]. (7) The catalyst is CN(C=O)C.C(Cl)Cl.C1C=CC([P]([Pd]([P](C2C=CC=CC=2)(C2C=CC=CC=2)C2C=CC=CC=2)([P](C2C=CC=CC=2)(C2C=CC=CC=2)C2C=CC=CC=2)[P](C2C=CC=CC=2)(C2C=CC=CC=2)C2C=CC=CC=2)(C2C=CC=CC=2)C2C=CC=CC=2)=CC=1.[Cu]I. The yield is 0.980. The product is [Cl:25][C:26]1[N:27]=[C:28]([C:12]2[C:11]3[C:15](=[CH:16][CH:17]=[C:9]([C:3]4[C:2]([F:1])=[CH:7][CH:6]=[CH:5][C:4]=4[F:8])[CH:10]=3)[N:14]([CH:18]3[CH2:23][CH2:22][CH2:21][CH2:20][O:19]3)[N:13]=2)[CH:29]=[N:30][CH:31]=1. The reactants are [F:1][C:2]1[CH:7]=[CH:6][CH:5]=[C:4]([F:8])[C:3]=1[C:9]1[CH:10]=[C:11]2[C:15](=[CH:16][CH:17]=1)[N:14]([CH:18]1[CH2:23][CH2:22][CH2:21][CH2:20][O:19]1)[N:13]=[C:12]2I.[Cl:25][C:26]1[CH:31]=[N:30][CH:29]=[C:28]([Sn](CCCC)(CCCC)CCCC)[N:27]=1.